This data is from Full USPTO retrosynthesis dataset with 1.9M reactions from patents (1976-2016). The task is: Predict the reactants needed to synthesize the given product. (1) Given the product [Si:1]([O:8][CH2:9][CH2:10][O:11][C:12]1[CH:13]=[CH:14][C:15]([C:29]2[NH:36][C:34](=[O:35])[C:33]3[C:32](=[CH:40][C:39]([O:41][CH3:42])=[CH:38][C:37]=3[O:43][CH3:44])[N:31]=2)=[N:16][C:17]=1[C:18]1[CH:19]=[CH:20][C:21]([S:24]([CH2:27][CH3:28])(=[O:26])=[O:25])=[CH:22][CH:23]=1)([C:4]([CH3:6])([CH3:7])[CH3:5])([CH3:2])[CH3:3], predict the reactants needed to synthesize it. The reactants are: [Si:1]([O:8][CH2:9][CH2:10][O:11][C:12]1[CH:13]=[CH:14][C:15]([CH:29]=O)=[N:16][C:17]=1[C:18]1[CH:23]=[CH:22][C:21]([S:24]([CH2:27][CH3:28])(=[O:26])=[O:25])=[CH:20][CH:19]=1)([C:4]([CH3:7])([CH3:6])[CH3:5])([CH3:3])[CH3:2].[NH2:31][C:32]1[CH:40]=[C:39]([O:41][CH3:42])[CH:38]=[C:37]([O:43][CH3:44])[C:33]=1[C:34]([NH2:36])=[O:35].OS([O-])=O.[Na+].O.C1(C)C=CC(S(O)(=O)=O)=CC=1. (2) The reactants are: [F:1][C:2]1[CH:30]=[CH:29][C:5]([O:6][CH2:7][C@@H:8]([OH:28])/[CH:9]=[CH:10]/[C:11]#[C:12]/[CH:13]=[CH:14]/[CH:15]=[CH:16]/[C@@H:17]([OH:27])[C@@H:18]([OH:26])[CH2:19][O:20][CH2:21][C:22]([O:24]C)=[O:23])=[CH:4][CH:3]=1.[OH-].[Na+].P([O-])([O-])([O-])=O.[K+].[K+].[K+]. Given the product [F:1][C:2]1[CH:30]=[CH:29][C:5]([O:6][CH2:7][C@@H:8]([OH:28])/[CH:9]=[CH:10]/[C:11]#[C:12]/[CH:13]=[CH:14]/[CH:15]=[CH:16]/[C@@H:17]([OH:27])[C@@H:18]([OH:26])[CH2:19][O:20][CH2:21][C:22]([OH:24])=[O:23])=[CH:4][CH:3]=1, predict the reactants needed to synthesize it. (3) Given the product [Cl:1][CH2:2][CH2:3][CH2:4][O:5][C:6]1[CH:16]=[CH:15][C:9]([C:10]([O:12][CH2:13][CH3:14])=[O:11])=[C:8]([N+:19]([O-:21])=[O:20])[C:7]=1[O:17][CH3:18], predict the reactants needed to synthesize it. The reactants are: [Cl:1][CH2:2][CH2:3][CH2:4][O:5][C:6]1[CH:16]=[CH:15][C:9]([C:10]([O:12][CH2:13][CH3:14])=[O:11])=[CH:8][C:7]=1[O:17][CH3:18].[N+:19]([O-])([OH:21])=[O:20]. (4) Given the product [CH:43]([O:52][C:50]([C:31]1[N:30]2[C:53](=[O:65])[C@@H:54]([NH:55][C:56](=[O:64])[CH2:57][C:58]3[CH:63]=[CH:62][CH:61]=[CH:60][CH:59]=3)[C@H:29]2[S:34][C:33](=[CH2:36])[C:32]=1[CH2:37][O:38][C:39]1[CH:48]=[C:47]2[C:42]([CH:43]=[CH:44][C:45](=[O:49])[O:46]2)=[CH:41][CH:40]=1)=[O:51])([C:6]1[CH:7]=[CH:50][CH:31]=[CH:32][CH:33]=1)[C:42]1[CH:41]=[CH:40][CH:39]=[CH:48][CH:47]=1, predict the reactants needed to synthesize it. The reactants are: FC(F)(F)C(O[C:6](=O)[C:7](F)(F)F)=O.[I-].[Na+].C([C@@:29]12[C@H:54]([NH:55][C:56](=[O:64])[CH2:57][C:58]3[CH:63]=[CH:62][CH:61]=[CH:60][CH:59]=3)[C:53](=[O:65])[N:30]1[C:31]([C:50]([O-:52])=[O:51])=[C:32]([CH2:37][O:38][C:39]1[CH:48]=[C:47]3[C:42]([CH:43]=[CH:44][C:45](=[O:49])[O:46]3)=[CH:41][CH:40]=1)[C:33](=[CH2:36])[S@@:34]2=O)(C1C=CC=CC=1)C1C=CC=CC=1.C(=O)(O)[O-].[Na+]. (5) Given the product [O:11]([C:9]1[CH:8]=[CH:7][C:3]([C:4]([OH:6])=[O:5])=[C:2]([NH:28][C:26]2[CH:25]=[CH:24][CH:23]=[C:22]3[C:27]=2[N:18]=[CH:19][CH:20]=[CH:21]3)[CH:10]=1)[C:12]1[CH:17]=[CH:16][CH:15]=[CH:14][CH:13]=1, predict the reactants needed to synthesize it. The reactants are: I[C:2]1[CH:10]=[C:9]([O:11][C:12]2[CH:17]=[CH:16][CH:15]=[CH:14][CH:13]=2)[CH:8]=[CH:7][C:3]=1[C:4]([OH:6])=[O:5].[N:18]1[C:27]2[C:22](=[CH:23][CH:24]=[CH:25][C:26]=2[NH2:28])[CH:21]=[CH:20][CH:19]=1.CN1CCOCC1.C(O)(=O)CC(CC(O)=O)(C(O)=O)O. (6) Given the product [N:19]1[CH:20]=[CH:21][CH:22]=[CH:23][C:18]=1[NH:17][C:10](=[O:12])[CH:9]([S:8][C:5]1[CH:4]=[CH:3][C:2]([Cl:1])=[CH:7][CH:6]=1)[CH2:13][CH2:14][CH2:15][CH3:16], predict the reactants needed to synthesize it. The reactants are: [Cl:1][C:2]1[CH:7]=[CH:6][C:5]([S:8][CH:9]([CH2:13][CH2:14][CH2:15][CH3:16])[C:10]([OH:12])=O)=[CH:4][CH:3]=1.[NH2:17][C:18]1[CH:23]=[CH:22][CH:21]=[CH:20][N:19]=1. (7) Given the product [CH:16]1[C:17]2[C:8]3[C:3]4[CH:4]=[CH:5][CH:6]=[CH:7][C:2]=4[O:18][C:9]=3[CH:10]=[CH:11][C:12]=2[CH:13]=[CH:14][CH:15]=1, predict the reactants needed to synthesize it. The reactants are: F[C:2]1[CH:7]=[CH:6][CH:5]=[CH:4][C:3]=1[C:8]1[C:17]2[C:12](=[CH:13][CH:14]=[CH:15][CH:16]=2)[CH:11]=[CH:10][C:9]=1[OH:18].CN1CCCC1=O.C(=O)([O-])[O-].[K+].[K+]. (8) Given the product [C:1]([O:5][C:6](=[O:21])[CH2:7][O:8][C:9]1[C:14]2[CH2:15][CH2:16][CH2:17][CH2:18][CH:19]([NH:20][S:34]([C:30]3[CH:29]=[C:28]([C:22]4[CH:23]=[CH:24][CH:25]=[CH:26][CH:27]=4)[CH:33]=[CH:32][CH:31]=3)(=[O:36])=[O:35])[C:13]=2[CH:12]=[CH:11][CH:10]=1)([CH3:4])([CH3:2])[CH3:3], predict the reactants needed to synthesize it. The reactants are: [C:1]([O:5][C:6](=[O:21])[CH2:7][O:8][C:9]1[C:14]2[CH2:15][CH2:16][CH2:17][CH2:18][CH:19]([NH2:20])[C:13]=2[CH:12]=[CH:11][CH:10]=1)([CH3:4])([CH3:3])[CH3:2].[C:22]1([C:28]2[CH:29]=[C:30]([S:34](Cl)(=[O:36])=[O:35])[CH:31]=[CH:32][CH:33]=2)[CH:27]=[CH:26][CH:25]=[CH:24][CH:23]=1.C(N(C(C)C)CC)(C)C.